This data is from Reaction yield outcomes from USPTO patents with 853,638 reactions. The task is: Predict the reaction yield, written as a fraction of the theoretical maximum amount of product (1.0 means a 100% yield; for example, 0.34 means a 34% yield). (1) The reactants are [CH:1]([N:4]1[C:8]([C:9]2[N:18]=[C:17]3[N:11]([CH2:12][CH2:13][O:14][C:15]4[CH:22]=[C:21](O)[N:20]=[CH:19][C:16]=43)[CH:10]=2)=[N:7][CH:6]=[N:5]1)([CH3:3])[CH3:2].C(OC([N:31]1[CH2:35][C@H:34]([C:36]#[N:37])[CH2:33][C@H:32]1[C:38](=[O:40])[NH2:39])=O)(C)(C)C.CO. The catalyst is C(Cl)Cl. The product is [C:36]([C@H:34]1[CH2:35][N:31]([C:21]2[N:20]=[CH:19][C:16]3[C:17]4[N:11]([CH:10]=[C:9]([C:8]5[N:4]([CH:1]([CH3:2])[CH3:3])[N:5]=[CH:6][N:7]=5)[N:18]=4)[CH2:12][CH2:13][O:14][C:15]=3[CH:22]=2)[C@H:32]([C:38]([NH2:39])=[O:40])[CH2:33]1)#[N:37]. The yield is 0.720. (2) The reactants are Br[C:2]1[C:10]2[O:9][CH:8]([CH2:11][O:12][S:13]([C:16]3[CH:21]=[CH:20][C:19]([CH3:22])=[CH:18][CH:17]=3)(=[O:15])=[O:14])[O:7][C:6]=2[CH:5]=[C:4]([Cl:23])[CH:3]=1.[Cl:24][C:25]1[CH:30]=[C:29]([Cl:31])[CH:28]=[CH:27][C:26]=1B(O)O. No catalyst specified. The product is [Cl:24][C:25]1[CH:30]=[C:29]([Cl:31])[CH:28]=[CH:27][C:26]=1[C:2]1[C:10]2[O:9][CH:8]([CH2:11][O:12][S:13]([C:16]3[CH:21]=[CH:20][C:19]([CH3:22])=[CH:18][CH:17]=3)(=[O:14])=[O:15])[O:7][C:6]=2[CH:5]=[C:4]([Cl:23])[CH:3]=1. The yield is 0.580. (3) The reactants are Cl[C:2]1[C:7]([C:8]2[CH:9]=[C:10]([CH2:22][N:23]([CH3:31])[C:24](=[O:30])[O:25][C:26]([CH3:29])([CH3:28])[CH3:27])[S:11][C:12]=2[S:13]([C:16]2[CH:21]=[CH:20][CH:19]=[CH:18][CH:17]=2)(=[O:15])=[O:14])=[CH:6][CH:5]=[CH:4][N:3]=1.O.C(OCC)(=O)C.[CH3:39][N:40](C)C=O. The catalyst is [C-]#N.[Zn+2].[C-]#N.C1C=CC([P]([Pd]([P](C2C=CC=CC=2)(C2C=CC=CC=2)C2C=CC=CC=2)([P](C2C=CC=CC=2)(C2C=CC=CC=2)C2C=CC=CC=2)[P](C2C=CC=CC=2)(C2C=CC=CC=2)C2C=CC=CC=2)(C2C=CC=CC=2)C2C=CC=CC=2)=CC=1. The product is [C:39]([C:2]1[C:7]([C:8]2[CH:9]=[C:10]([CH2:22][N:23]([CH3:31])[C:24](=[O:30])[O:25][C:26]([CH3:29])([CH3:28])[CH3:27])[S:11][C:12]=2[S:13]([C:16]2[CH:21]=[CH:20][CH:19]=[CH:18][CH:17]=2)(=[O:15])=[O:14])=[CH:6][CH:5]=[CH:4][N:3]=1)#[N:40]. The yield is 0.560.